From a dataset of Full USPTO retrosynthesis dataset with 1.9M reactions from patents (1976-2016). Predict the reactants needed to synthesize the given product. (1) Given the product [CH3:58][NH:59][C:26]([C:21]1[CH:22]=[CH:23][CH:24]=[C:25]2[C:20]=1[CH2:19][CH2:18][CH:17]2[N:3]1[CH:4]=[CH:5][CH:6]=[C:7]([C:8]([NH:9][C:10]2[CH:15]=[CH:14][N:13]=[CH:12][CH:11]=2)=[O:16])[C:2]1=[O:1])=[O:27], predict the reactants needed to synthesize it. The reactants are: [O:1]=[C:2]1[C:7]([C:8](=[O:16])[NH:9][C:10]2[CH:15]=[CH:14][N:13]=[CH:12][CH:11]=2)=[CH:6][CH:5]=[CH:4][N:3]1[CH:17]1[C:25]2[CH:24]=[CH:23][CH:22]=[C:21]([C:26](O)=[O:27])[C:20]=2[CH2:19][CH2:18]1.CCN=C=NCCCN(C)C.Cl.C1C=CC2N(O)N=NC=2C=1.CCN(CC)CC.[CH3:58][NH2:59].Cl. (2) The reactants are: [NH2:1][C:2]1[N:3]=[CH:4][C:5]([C:8]2[C:9]([F:19])=[C:10]([OH:18])[C:11]([CH:14]3[CH2:17][CH2:16][CH2:15]3)=[CH:12][CH:13]=2)=[N:6][CH:7]=1.Br[CH2:21][C:22]1[CH:27]=[CH:26][CH:25]=[C:24]([F:28])[CH:23]=1. Given the product [CH:14]1([C:11]2[CH:12]=[CH:13][C:8]([C:5]3[N:6]=[CH:7][C:2]([NH2:1])=[N:3][CH:4]=3)=[C:9]([F:19])[C:10]=2[O:18][CH2:21][C:22]2[CH:27]=[CH:26][CH:25]=[C:24]([F:28])[CH:23]=2)[CH2:15][CH2:16][CH2:17]1, predict the reactants needed to synthesize it. (3) Given the product [OH:29][CH2:28][C:4]1[CH:3]=[C:2]([CH:7]=[CH:6][N:5]=1)[C:1]([O:9][CH3:10])=[O:8], predict the reactants needed to synthesize it. The reactants are: [C:1]([O:9][CH3:10])(=[O:8])[C:2]1[CH:7]=[CH:6][N:5]=[CH:4][CH:3]=1.S(=O)(=O)(O)O.S(OOS([O-])(=O)=O)([O-])(=O)=O.[NH4+].[NH4+].[CH3:28][OH:29]. (4) Given the product [NH2:17][C:18]1[CH:19]=[C:20]([C:2]([OH:1])([C:7]2[CH:8]=[CH:9][CH:10]=[CH:11][CH:12]=2)[C:3]([O:5][CH3:6])=[O:4])[CH:21]=[CH:22][CH:23]=1, predict the reactants needed to synthesize it. The reactants are: [O:1]=[C:2]([C:7]1[CH:12]=[CH:11][CH:10]=[CH:9][CH:8]=1)[C:3]([O:5][CH3:6])=[O:4].C[Si]([N:17]([Si](C)(C)C)[C:18]1[CH:19]=[C:20]([Mg]Cl)[CH:21]=[CH:22][CH:23]=1)(C)C.C1COCC1. (5) Given the product [O:17]=[C:16]1[CH:15]=[C:14]([C:18]2[CH:23]=[CH:22][CH:21]=[CH:20][CH:19]=2)[O:13][C:12]2[C:8]([C:6]([NH:5][CH2:4][CH2:3][CH2:2][N:37]3[CH2:36][CH2:35][N:34]([C:29]4[CH:30]=[CH:31][CH:32]=[CH:33][C:28]=4[O:27][CH2:26][C:25]([F:40])([F:24])[F:41])[CH2:39][CH2:38]3)=[O:7])=[CH:9][S:10][C:11]1=2, predict the reactants needed to synthesize it. The reactants are: Cl[CH2:2][CH2:3][CH2:4][NH:5][C:6]([C:8]1[C:12]2[O:13][C:14]([C:18]3[CH:23]=[CH:22][CH:21]=[CH:20][CH:19]=3)=[CH:15][C:16](=[O:17])[C:11]=2[S:10][CH:9]=1)=[O:7].[F:24][C:25]([F:41])([F:40])[CH2:26][O:27][C:28]1[CH:33]=[CH:32][CH:31]=[CH:30][C:29]=1[N:34]1[CH2:39][CH2:38][NH:37][CH2:36][CH2:35]1.C(=O)([O-])[O-].[K+].[K+]. (6) Given the product [CH3:28][N:2]([CH3:1])[S:3]([C:6]1[CH:7]=[C:8]([CH:12]2[C:21]([CH3:23])([CH3:22])[CH2:20][C:19]3[C:14](=[CH:15][CH:16]=[C:17]([C:24]([O:26][CH3:27])=[O:25])[CH:18]=3)[NH:13]2)[CH:9]=[CH:10][CH:11]=1)(=[O:5])=[O:4], predict the reactants needed to synthesize it. The reactants are: [CH3:1][N:2]([CH3:28])[S:3]([C:6]1[CH:7]=[C:8]([C:12]2[C:21]([CH3:23])([CH3:22])[CH2:20][C:19]3[C:14](=[CH:15][CH:16]=[C:17]([C:24]([O:26][CH3:27])=[O:25])[CH:18]=3)[N:13]=2)[CH:9]=[CH:10][CH:11]=1)(=[O:5])=[O:4]. (7) Given the product [C:18]1([C:16]2[N:17]=[C:11]3[CH:10]=[C:9]([NH:8][C:7]([C:6]4[N:2]([CH3:1])[N:3]=[CH:4][C:5]=4[C:25]([N:28]4[CH2:33][CH2:32][S:31](=[O:35])(=[O:34])[CH2:30][CH2:29]4)=[O:27])=[O:24])[CH:14]=[CH:13][N:12]3[N:15]=2)[CH:23]=[CH:22][CH:21]=[CH:20][CH:19]=1, predict the reactants needed to synthesize it. The reactants are: [CH3:1][N:2]1[C:6]([C:7](=[O:24])[NH:8][C:9]2[CH:14]=[CH:13][N:12]3[N:15]=[C:16]([C:18]4[CH:23]=[CH:22][CH:21]=[CH:20][CH:19]=4)[N:17]=[C:11]3[CH:10]=2)=[C:5]([C:25]([OH:27])=O)[CH:4]=[N:3]1.[NH:28]1[CH2:33][CH2:32][S:31](=[O:35])(=[O:34])[CH2:30][CH2:29]1.C(N(C(C)C)CC)(C)C.CCCP(=O)=O.